Dataset: Reaction yield outcomes from USPTO patents with 853,638 reactions. Task: Predict the reaction yield, written as a fraction of the theoretical maximum amount of product (1.0 means a 100% yield; for example, 0.34 means a 34% yield). The reactants are [CH3:1][N:2]([CH3:10])[C:3]1[CH:4]=[C:5]([OH:9])[CH:6]=[CH:7][CH:8]=1.[CH:11]1[C:16]([CH:17]=O)=[CH:15][C:14]2[O:19][CH2:20][O:21][C:13]=2[CH:12]=1.[C:22](#[N:26])[CH2:23][C:24]#[N:25].N1CCCCC1. The catalyst is C(O)C. The product is [NH2:26][C:22]1[O:9][C:5]2[C:6]([CH:17]([C:16]3[CH:11]=[CH:12][C:13]4[O:21][CH2:20][O:19][C:14]=4[CH:15]=3)[C:23]=1[C:24]#[N:25])=[CH:7][CH:8]=[C:3]([N:2]([CH3:10])[CH3:1])[CH:4]=2. The yield is 0.790.